The task is: Regression. Given a peptide amino acid sequence and an MHC pseudo amino acid sequence, predict their binding affinity value. This is MHC class II binding data.. This data is from Peptide-MHC class II binding affinity with 134,281 pairs from IEDB. (1) The peptide sequence is MEALTFKACDHIM. The MHC is HLA-DQA10501-DQB10301 with pseudo-sequence HLA-DQA10501-DQB10301. The binding affinity (normalized) is 0.0831. (2) The peptide sequence is SQDLELSCNLNGLQAY. The MHC is DRB1_0401 with pseudo-sequence DRB1_0401. The binding affinity (normalized) is 0.502.